Predict the reactants needed to synthesize the given product. From a dataset of Full USPTO retrosynthesis dataset with 1.9M reactions from patents (1976-2016). (1) Given the product [ClH:26].[NH2:7][CH:8]1[CH2:14][S:13][CH2:12][CH2:11][N:10]([CH2:15][C:16]2[CH:21]=[CH:20][C:19]([F:22])=[C:18]([F:23])[CH:17]=2)[C:9]1=[O:24], predict the reactants needed to synthesize it. The reactants are: C(OC(=O)[NH:7][CH:8]1[CH2:14][S:13][CH2:12][CH2:11][N:10]([CH2:15][C:16]2[CH:21]=[CH:20][C:19]([F:22])=[C:18]([F:23])[CH:17]=2)[C:9]1=[O:24])(C)(C)C.[ClH:26]. (2) Given the product [Br-:23].[F:34][C:30]1[CH:29]=[C:28]([CH2:27][O:26][CH2:25][CH2:24][N+:1]23[CH2:6][CH2:5][C:4]([C:9]([OH:10])([C:17]4[CH:22]=[CH:21][CH:20]=[CH:19][CH:18]=4)[C:11]4[CH:12]=[CH:13][CH:14]=[CH:15][CH:16]=4)([CH2:3][CH2:2]2)[CH2:7][CH2:8]3)[CH:33]=[CH:32][CH:31]=1, predict the reactants needed to synthesize it. The reactants are: [N:1]12[CH2:8][CH2:7][C:4]([C:9]([C:17]3[CH:22]=[CH:21][CH:20]=[CH:19][CH:18]=3)([C:11]3[CH:16]=[CH:15][CH:14]=[CH:13][CH:12]=3)[OH:10])([CH2:5][CH2:6]1)[CH2:3][CH2:2]2.[Br:23][CH2:24][CH2:25][O:26][CH2:27][C:28]1[CH:33]=[CH:32][CH:31]=[C:30]([F:34])[CH:29]=1. (3) Given the product [C:37]([CH2:36][C:32]1([N:30]2[CH:31]=[C:27]([C:26]3[C:21]4[CH:20]=[CH:19][N:18]([CH2:17][O:16][CH2:15][CH2:14][Si:13]([CH3:39])([CH3:12])[CH3:40])[C:22]=4[N:23]=[CH:24][N:25]=3)[CH:28]=[N:29]2)[CH2:33][N:34]([C:42]2[N:43]=[CH:44][C:45]([C:48]([NH:50][C@@H:51]([CH3:56])[C:52]([F:55])([F:54])[F:53])=[O:49])=[N:46][CH:47]=2)[CH2:35]1)#[N:38], predict the reactants needed to synthesize it. The reactants are: C(N(CC)C(C)C)(C)C.Cl.Cl.[CH3:12][Si:13]([CH3:40])([CH3:39])[CH2:14][CH2:15][O:16][CH2:17][N:18]1[C:22]2[N:23]=[CH:24][N:25]=[C:26]([C:27]3[CH:28]=[N:29][N:30]([C:32]4([CH2:36][C:37]#[N:38])[CH2:35][NH:34][CH2:33]4)[CH:31]=3)[C:21]=2[CH:20]=[CH:19]1.Cl[C:42]1[N:43]=[CH:44][C:45]([C:48]([NH:50][C@@H:51]([CH3:56])[C:52]([F:55])([F:54])[F:53])=[O:49])=[N:46][CH:47]=1.C([O-])(O)=O.[Na+]. (4) Given the product [ClH:1].[Cl:1][C:2]1[CH:3]=[CH:4][C:5]([N+:37]([O-:39])=[O:38])=[C:6]([CH:36]=1)[O:7][C:8]1[CH:16]=[C:15]2[C:11]([C:12]([CH2:26][NH:27][CH3:28])=[CH:13][N:14]2[S:17]([C:20]2[CH:21]=[N:22][CH:23]=[CH:24][CH:25]=2)(=[O:19])=[O:18])=[CH:10][CH:9]=1, predict the reactants needed to synthesize it. The reactants are: [Cl:1][C:2]1[CH:3]=[CH:4][C:5]([N+:37]([O-:39])=[O:38])=[C:6]([CH:36]=1)[O:7][C:8]1[CH:16]=[C:15]2[C:11]([C:12]([CH2:26][N:27](C)[C:28](=O)OC(C)(C)C)=[CH:13][N:14]2[S:17]([C:20]2[CH:21]=[N:22][CH:23]=[CH:24][CH:25]=2)(=[O:19])=[O:18])=[CH:10][CH:9]=1.Cl.CO.